This data is from Full USPTO retrosynthesis dataset with 1.9M reactions from patents (1976-2016). The task is: Predict the reactants needed to synthesize the given product. (1) Given the product [C:10]([O:9][C:7]([N:1]1[CH2:5][CH2:4][C@H:3]([OH:6])[CH2:2]1)=[O:8])([CH3:13])([CH3:12])[CH3:11], predict the reactants needed to synthesize it. The reactants are: [NH:1]1[CH2:5][CH2:4][C@H:3]([OH:6])[CH2:2]1.[C:7](O[C:7]([O:9][C:10]([CH3:13])([CH3:12])[CH3:11])=[O:8])([O:9][C:10]([CH3:13])([CH3:12])[CH3:11])=[O:8].C(N(CC)CC)C. (2) Given the product [F:47][CH2:46][CH2:45][O:44][C:41]1[CH:40]=[CH:39][C:38]([C:36]2[CH:37]=[C:32]([C@@H:27]([NH:26][C:24]([C@@H:20]3[CH2:21][CH2:22][CH2:23][N:18]([C:16](=[O:17])[CH2:15][CH2:14][CH:11]4[CH2:12][CH2:13][NH:8][CH2:9][CH2:10]4)[CH2:19]3)=[O:25])[CH2:28][C:29]([OH:31])=[O:30])[CH:33]=[N:34][CH:35]=2)=[CH:43][CH:42]=1, predict the reactants needed to synthesize it. The reactants are: C(OC([N:8]1[CH2:13][CH2:12][CH:11]([CH2:14][CH2:15][C:16]([N:18]2[CH2:23][CH2:22][CH2:21][C@@H:20]([C:24]([NH:26][CH:27]([C:32]3[CH:33]=[N:34][CH:35]=[C:36]([C:38]4[CH:43]=[CH:42][C:41]([O:44][CH2:45][CH2:46][F:47])=[CH:40][CH:39]=4)[CH:37]=3)[CH2:28][C:29]([OH:31])=[O:30])=[O:25])[CH2:19]2)=[O:17])[CH2:10][CH2:9]1)=O)(C)(C)C.Cl. (3) Given the product [CH2:1]([O:5][C@H:6]1[C@@H:11]([NH:12][C:13]([C:15]2[NH:16][C:17]([CH2:21][CH3:22])=[C:18]([Cl:20])[N:19]=2)=[O:14])[CH2:10][CH2:9][N:8]([C:23]2[S:24][C:25]([C:28]([OH:30])=[O:29])=[CH:26][N:27]=2)[CH2:7]1)[CH2:2][CH2:3][CH3:4], predict the reactants needed to synthesize it. The reactants are: [CH2:1]([O:5][C@H:6]1[C@@H:11]([NH:12][C:13]([C:15]2[NH:16][C:17]([CH2:21][CH3:22])=[C:18]([Cl:20])[N:19]=2)=[O:14])[CH2:10][CH2:9][N:8]([C:23]2[S:24][C:25]([C:28]([O:30]CC)=[O:29])=[CH:26][N:27]=2)[CH2:7]1)[CH2:2][CH2:3][CH3:4].[OH-].[Li+].CO. (4) Given the product [CH3:22][N:21]1[C:20]2[C:12](=[CH:13][C:14]3[C:15]([CH3:26])([CH3:25])[C:16](=[O:24])[N:17]([CH3:23])[C:18]=3[CH:19]=2)[N:11]=[C:9]1/[CH:8]=[CH:7]/[C:1]1[CH:6]=[CH:5][CH:4]=[CH:3][CH:2]=1, predict the reactants needed to synthesize it. The reactants are: [C:1]1(/[CH:7]=[CH:8]/[C:9]([NH:11][C:12]2[CH:13]=[C:14]3[C:18](=[CH:19][C:20]=2[NH:21][CH3:22])[N:17]([CH3:23])[C:16](=[O:24])[C:15]3([CH3:26])[CH3:25])=O)[CH:6]=[CH:5][CH:4]=[CH:3][CH:2]=1. (5) Given the product [CH2:9]([N:5]1[C:4](=[O:16])[C:3]([NH2:17])=[C:2]([NH2:1])[NH:7][C:6]1=[O:8])[C:10]1[CH:11]=[CH:12][CH:13]=[CH:14][CH:15]=1, predict the reactants needed to synthesize it. The reactants are: [NH2:1][C:2]1[NH:7][C:6](=[O:8])[N:5]([CH2:9][C:10]2[CH:15]=[CH:14][CH:13]=[CH:12][CH:11]=2)[C:4](=[O:16])[C:3]=1[N:17]=O.[H][H]. (6) Given the product [S:5]1[CH:9]=[CH:8][N:7]=[C:6]1[C:10]1[CH:11]=[CH:12][C:13]([CH2:14][NH:15][S:31]([C:26]2[CH:27]=[CH:28][CH:29]=[CH:30][N:25]=2)(=[O:33])=[O:32])=[CH:16][CH:17]=1, predict the reactants needed to synthesize it. The reactants are: C(Cl)Cl.Cl.[S:5]1[CH:9]=[CH:8][N:7]=[C:6]1[C:10]1[CH:17]=[CH:16][C:13]([CH2:14][NH2:15])=[CH:12][CH:11]=1.C(N(CC)CC)C.[N:25]1[CH:30]=[CH:29][CH:28]=[CH:27][C:26]=1[S:31](Cl)(=[O:33])=[O:32].